Task: Predict the product of the given reaction.. Dataset: Forward reaction prediction with 1.9M reactions from USPTO patents (1976-2016) (1) Given the reactants [NH2:1][C@H:2]([CH2:24][CH3:25])[C:3]([NH:5][C:6]1[CH:7]=[N:8][C:9]([O:12][C:13]2[CH:14]=[C:15]3[C:19](=[CH:20][CH:21]=2)[CH2:18][O:17][C:16]3([CH3:23])[CH3:22])=[CH:10][CH:11]=1)=[O:4].[C:26](=O)(OC(Cl)(Cl)Cl)[O:27]C(Cl)(Cl)Cl, predict the reaction product. The product is: [CH3:23][C:16]1([CH3:22])[C:15]2[C:19](=[CH:20][CH:21]=[C:13]([O:12][C:9]3[N:8]=[CH:7][C:6]([N:5]4[C:3](=[O:4])[C@@H:2]([CH2:24][CH3:25])[NH:1][C:26]4=[O:27])=[CH:11][CH:10]=3)[CH:14]=2)[CH2:18][O:17]1. (2) Given the reactants [F:1][C:2]1[CH:9]=[C:8]([CH:10]=O)[CH:7]=[CH:6][C:3]=1[C:4]#[N:5].[CH3:12][C:13]1[CH:14]=[C:15]([NH2:21])[C:16]([NH2:20])=[CH:17][C:18]=1[CH3:19].C1(C)C=CC(S(O)(=O)=O)=CC=1, predict the reaction product. The product is: [CH3:12][C:13]1[C:18]([CH3:19])=[CH:17][C:16]2[NH:20][C:10]([C:8]3[CH:7]=[CH:6][C:3]([C:4]#[N:5])=[C:2]([F:1])[CH:9]=3)=[N:21][C:15]=2[CH:14]=1. (3) Given the reactants Br[C:2]1[C:3]([CH3:20])=[N:4][N:5]([CH:7]2[CH2:12][CH2:11][N:10]([C:13]([O:15][C:16]([CH3:19])([CH3:18])[CH3:17])=[O:14])[CH2:9][CH2:8]2)[CH:6]=1.[CH3:21][C:22]1([CH3:38])[C:26]([CH3:28])([CH3:27])[O:25][B:24]([B:24]2[O:25][C:26]([CH3:28])([CH3:27])[C:22]([CH3:38])([CH3:21])[O:23]2)[O:23]1.C([O-])(=O)C.[K+], predict the reaction product. The product is: [CH3:20][C:3]1[C:2]([B:24]2[O:25][C:26]([CH3:28])([CH3:27])[C:22]([CH3:38])([CH3:21])[O:23]2)=[CH:6][N:5]([CH:7]2[CH2:12][CH2:11][N:10]([C:13]([O:15][C:16]([CH3:19])([CH3:18])[CH3:17])=[O:14])[CH2:9][CH2:8]2)[N:4]=1.